The task is: Predict which catalyst facilitates the given reaction.. This data is from Catalyst prediction with 721,799 reactions and 888 catalyst types from USPTO. (1) Reactant: [Cl:1][C:2]1[N:10]=[C:9]2[C:5]([NH:6][CH:7]=[N:8]2)=[C:4](Cl)[N:3]=1.[NH3:12]. Product: [Cl:1][C:2]1[N:10]=[C:9]2[C:5]([NH:6][CH:7]=[N:8]2)=[C:4]([NH2:12])[N:3]=1. The catalyst class is: 6. (2) Reactant: CCN(C(C)C)C(C)C.CCN=C=NCCCN(C)C.C1C=CC2N(O)N=NC=2C=1.[Cl:31][C:32]1[C:40]2[C:35](=[CH:36][CH:37]=[CH:38][CH:39]=2)[NH:34][C:33]=1[C:41]([OH:43])=O.[NH2:44][C:45]1[CH:53]=[C:52]2[C:48]([CH:49]=[CH:50][N:51]2[CH2:54][C:55]([O:57][C:58]([CH3:61])([CH3:60])[CH3:59])=[O:56])=[CH:47][CH:46]=1. Product: [Cl:31][C:32]1[C:40]2[C:35](=[CH:36][CH:37]=[CH:38][CH:39]=2)[NH:34][C:33]=1[C:41]([NH:44][C:45]1[CH:53]=[C:52]2[C:48]([CH:49]=[CH:50][N:51]2[CH2:54][C:55]([O:57][C:58]([CH3:61])([CH3:60])[CH3:59])=[O:56])=[CH:47][CH:46]=1)=[O:43]. The catalyst class is: 174. (3) Reactant: C(=O)([O-])[O-].[Cs+].[Cs+].[Cl:7][C:8]1[C:12]([NH:13][C:14](=[O:24])[CH2:15][CH2:16][S:17][CH2:18][CH2:19][C:20]([F:23])([F:22])[F:21])=[CH:11][N:10]([C:25]2[CH:26]=[N:27][CH:28]=[CH:29][CH:30]=2)[N:9]=1.CN(C)C=O.I[CH2:37][CH3:38]. Product: [Cl:7][C:8]1[C:12]([N:13]([CH2:37][CH3:38])[C:14](=[O:24])[CH2:15][CH2:16][S:17][CH2:18][CH2:19][C:20]([F:22])([F:21])[F:23])=[CH:11][N:10]([C:25]2[CH:26]=[N:27][CH:28]=[CH:29][CH:30]=2)[N:9]=1. The catalyst class is: 69. (4) Reactant: [CH3:1][C:2]1[CH:3]=[N:4][NH:5][CH:6]=1.[H-].[Na+].F[C:10]1[CH:17]=[CH:16][C:13]([CH:14]=[O:15])=[CH:12][CH:11]=1. Product: [CH3:1][C:2]1[CH:3]=[N:4][N:5]([C:10]2[CH:17]=[CH:16][C:13]([CH:14]=[O:15])=[CH:12][CH:11]=2)[CH:6]=1. The catalyst class is: 3. (5) Reactant: [Cl:1][C:2]1[CH:7]=[C:6]([Cl:8])[N:5]=[C:4](SC)[N:3]=1.O[O:12][S:13]([O-:15])=O.[K+].[CH3:17]COC(C)=O. Product: [Cl:1][C:2]1[CH:7]=[C:6]([Cl:8])[N:5]=[C:4]([S:13]([CH3:17])(=[O:15])=[O:12])[N:3]=1. The catalyst class is: 20. (6) Reactant: [F:1][C:2]1[CH:7]=[CH:6][CH:5]=[CH:4][C:3]=1[C:8]1[NH:9][CH:10]=[C:11]([CH:13]=[O:14])[N:12]=1.[H-].[Na+].C1OCCOCCOCCOCCOC1.[S:32]1[CH:36]=[CH:35][CH:34]=[C:33]1[S:37](Cl)(=[O:39])=[O:38]. Product: [F:1][C:2]1[CH:7]=[CH:6][CH:5]=[CH:4][C:3]=1[C:8]1[N:9]([S:37]([C:33]2[S:32][CH:36]=[CH:35][CH:34]=2)(=[O:39])=[O:38])[CH:10]=[C:11]([CH:13]=[O:14])[N:12]=1. The catalyst class is: 30. (7) Reactant: [N:1]1([CH2:6][CH2:7][O:8][C:9]2[CH:14]=[CH:13][C:12]([NH:15][CH2:16][C:17]3[CH:22]=[CH:21][C:20]([O:23][CH:24]4[CH2:29][CH2:28][CH2:27][CH2:26][O:25]4)=[CH:19][CH:18]=3)=[CH:11][CH:10]=2)[CH2:5][CH2:4][CH2:3][CH2:2]1.C(OC(=O)[O:34][C:35]1[CH:40]=[CH:39][C:38]([S:41](Cl)(=[O:43])=[O:42])=[CH:37][CH:36]=1)C.C(N(CC)CC)C.O. Product: [OH:34][C:35]1[CH:40]=[CH:39][C:38]([S:41]([N:15]([C:12]2[CH:11]=[CH:10][C:9]([O:8][CH2:7][CH2:6][N:1]3[CH2:2][CH2:3][CH2:4][CH2:5]3)=[CH:14][CH:13]=2)[CH2:16][C:17]2[CH:22]=[CH:21][C:20]([O:23][CH:24]3[CH2:29][CH2:28][CH2:27][CH2:26][O:25]3)=[CH:19][CH:18]=2)(=[O:43])=[O:42])=[CH:37][CH:36]=1. The catalyst class is: 2. (8) Reactant: [CH2:1]([O:3][C:4]([C:6]1[O:14][C:13]2[CH:12]=[CH:11][N:10]=[CH:9][C:8]=2[C:7]=1OS(C(F)(F)F)(=O)=O)=[O:5])[CH3:2].[F:23][C:24]1[CH:29]=[C:28]([S:30][CH3:31])[CH:27]=[CH:26][C:25]=1[NH2:32].CC1(C)C2C(=C(P(C3C=CC=CC=3)C3C=CC=CC=3)C=CC=2)OC2C(P(C3C=CC=CC=3)C3C=CC=CC=3)=CC=CC1=2.[O-]P([O-])([O-])=O.[K+].[K+].[K+]. Product: [CH2:1]([O:3][C:4]([C:6]1[O:14][C:13]2[CH:12]=[CH:11][N:10]=[CH:9][C:8]=2[C:7]=1[NH:32][C:25]1[CH:26]=[CH:27][C:28]([S:30][CH3:31])=[CH:29][C:24]=1[F:23])=[O:5])[CH3:2]. The catalyst class is: 101.